Dataset: Reaction yield outcomes from USPTO patents with 853,638 reactions. Task: Predict the reaction yield, written as a fraction of the theoretical maximum amount of product (1.0 means a 100% yield; for example, 0.34 means a 34% yield). (1) The reactants are Br[C:2]1[CH:3]=[CH:4][CH:5]=[C:6]2[C:11]=1[N:10]=[C:9]([NH:12][C:13]([CH3:16])([CH3:15])[CH3:14])[C:8]([F:17])=[N:7]2.Br[C:5]1[CH:4]=[CH:3][CH:2]=[C:11]2[C:6]=1[N:7]=[C:8]([F:17])[C:9]([NH:12][C:13]([CH3:14])([CH3:16])[CH3:15])=[N:10]2.C([Sn](CCCC)(CCCC)[C:40]([O:42]CC)=[CH2:41])CCC.C1COCC1.Cl. The catalyst is C1(C)C=CC=CC=1.C1C=CC([P]([Pd]([P](C2C=CC=CC=2)(C2C=CC=CC=2)C2C=CC=CC=2)([P](C2C=CC=CC=2)(C2C=CC=CC=2)C2C=CC=CC=2)[P](C2C=CC=CC=2)(C2C=CC=CC=2)C2C=CC=CC=2)(C2C=CC=CC=2)C2C=CC=CC=2)=CC=1. The product is [C:13]([NH:12][C:9]1[C:8]([F:17])=[N:7][C:6]2[C:11]([N:10]=1)=[C:2]([C:40](=[O:42])[CH3:41])[CH:3]=[CH:4][CH:5]=2)([CH3:16])([CH3:15])[CH3:14]. The yield is 0.690. (2) The reactants are [N+:1]([C:4]1[CH:9]=[CH:8][C:7]([NH:10][CH:11]2[CH2:16][CH2:15][CH:14]([O:17][CH2:18][C:19]([NH2:21])=O)[CH2:13][CH2:12]2)=[CH:6][C:5]=1[C:22]([F:25])([F:24])[F:23])([O-:3])=[O:2]. The catalyst is B.C1COCC1. The product is [NH2:21][CH2:19][CH2:18][O:17][CH:14]1[CH2:15][CH2:16][CH:11]([NH:10][C:7]2[CH:8]=[CH:9][C:4]([N+:1]([O-:3])=[O:2])=[C:5]([C:22]([F:23])([F:24])[F:25])[CH:6]=2)[CH2:12][CH2:13]1. The yield is 0.850. (3) The reactants are [CH3:1][O:2][CH:3]([O:19][CH3:20])[C@@:4]1([CH3:18])[C@@H:9]2[O:10][C@@H:8]2[C:7]2[CH:11]=[C:12]([N+:15]([O-:17])=[O:16])[CH:13]=[CH:14][C:6]=2[O:5]1.[Cl:21][C:22]1[CH:27]=[CH:26][C:25]([NH:28][CH2:29][C:30]2[NH:31][CH:32]=[CH:33][N:34]=2)=[CH:24][CH:23]=1. No catalyst specified. The product is [CH3:1][O:2][CH:3]([O:19][CH3:20])[C@@:4]1([CH3:18])[C@H:9]([OH:10])[C@@H:8]([N:28]([C:25]2[CH:26]=[CH:27][C:22]([Cl:21])=[CH:23][CH:24]=2)[CH2:29][C:30]2[NH:31][CH:32]=[CH:33][N:34]=2)[C:7]2[CH:11]=[C:12]([N+:15]([O-:17])=[O:16])[CH:13]=[CH:14][C:6]=2[O:5]1. The yield is 0.340. (4) The reactants are [NH2:1][C:2]1[C:7]([N+:8]([O-:10])=[O:9])=[C:6]([CH3:11])[CH:5]=[CH:4][N:3]=1.[Cl:12]N1C(=O)CCC1=O. No catalyst specified. The product is [NH2:1][C:2]1[C:7]([N+:8]([O-:10])=[O:9])=[C:6]([CH3:11])[C:5]([Cl:12])=[CH:4][N:3]=1. The yield is 0.750. (5) The reactants are [C:1]([O:5][C:6]([N:8]1[CH2:13][CH2:12][CH:11]([OH:14])[CH2:10][CH2:9]1)=[O:7])([CH3:4])([CH3:3])[CH3:2].[N+:15]([C:18]1[CH:23]=[CH:22][CH:21]=[CH:20][C:19]=1[S:24](Cl)(=[O:26])=[O:25])([O-:17])=[O:16].C(N(CC)CC)C. The catalyst is CN(C)C1C=CN=CC=1.C(Cl)Cl. The product is [N+:15]([C:18]1[CH:23]=[CH:22][CH:21]=[CH:20][C:19]=1[S:24]([O:14][CH:11]1[CH2:12][CH2:13][N:8]([C:6]([O:5][C:1]([CH3:4])([CH3:2])[CH3:3])=[O:7])[CH2:9][CH2:10]1)(=[O:26])=[O:25])([O-:17])=[O:16]. The yield is 0.660. (6) The yield is 0.960. The product is [CH3:1][C:2]1([CH3:32])[CH2:3][CH:4]([CH:6]([NH:20][C:21]2[CH:22]=[N:23][C:24]3[C:29]([CH:30]=2)=[CH:28][C:27]([F:31])=[CH:26][CH:25]=3)[C:7]2[CH:19]=[CH:18][C:10]([C:11]([OH:13])=[O:12])=[CH:9][CH:8]=2)[CH2:5]1. The reactants are [CH3:1][C:2]1([CH3:32])[CH2:5][CH:4]([CH:6]([NH:20][C:21]2[CH:22]=[N:23][C:24]3[C:29]([CH:30]=2)=[CH:28][C:27]([F:31])=[CH:26][CH:25]=3)[C:7]2[CH:19]=[CH:18][C:10]([C:11]([O:13]C(C)(C)C)=[O:12])=[CH:9][CH:8]=2)[CH2:3]1.FC(F)(F)C(O)=O. The catalyst is C(Cl)Cl. (7) The reactants are C([O:4][CH2:5][CH2:6][NH:7][C:8]([C@@H:10]1[CH2:14][C:13](=[N:15][O:16][CH3:17])[CH2:12][N:11]1[C:18]([C:20]1[CH:25]=[CH:24][C:23]([C:26]2[CH:31]=[CH:30][CH:29]=[CH:28][CH:27]=2)=[CH:22][CH:21]=1)=[O:19])=[O:9])(=O)C.[OH-].[Na+].CO. The catalyst is C1COCC1. The product is [C:23]1([C:26]2[CH:27]=[CH:28][CH:29]=[CH:30][CH:31]=2)[CH:22]=[CH:21][C:20]([C:18]([N:11]2[CH2:12][C:13](=[N:15][O:16][CH3:17])[CH2:14][C@H:10]2[C:8]([NH:7][CH2:6][CH2:5][OH:4])=[O:9])=[O:19])=[CH:25][CH:24]=1. The yield is 0.750.